Predict the reactants needed to synthesize the given product. From a dataset of Full USPTO retrosynthesis dataset with 1.9M reactions from patents (1976-2016). (1) The reactants are: [Cl:1][C:2]1[CH:10]=[CH:9][C:8]([NH:11][C:12](=[O:21])[C:13]2[CH:18]=[CH:17][C:16]([C:19]#[N:20])=[CH:15][CH:14]=2)=[CH:7][C:3]=1[C:4]([OH:6])=O.ClC1N=C(OC)N=C(OC)N=1.CN1CCOCC1.[C:40]([O:44][C:45]([N:47]1[CH2:52][CH2:51][CH:50]([S:53]([C:56]2[CH:61]=[CH:60][C:59]([NH:62][C:63]3[N:68]=[CH:67][C:66]([NH2:69])=[CH:65][N:64]=3)=[CH:58][CH:57]=2)(=[O:55])=[O:54])[CH2:49][CH2:48]1)=[O:46])([CH3:43])([CH3:42])[CH3:41]. Given the product [C:40]([O:44][C:45]([N:47]1[CH2:48][CH2:49][CH:50]([S:53]([C:56]2[CH:57]=[CH:58][C:59]([NH:62][C:63]3[N:68]=[CH:67][C:66]([NH:69][C:4](=[O:6])[C:3]4[CH:7]=[C:8]([NH:11][C:12](=[O:21])[C:13]5[CH:18]=[CH:17][C:16]([C:19]#[N:20])=[CH:15][CH:14]=5)[CH:9]=[CH:10][C:2]=4[Cl:1])=[CH:65][N:64]=3)=[CH:60][CH:61]=2)(=[O:54])=[O:55])[CH2:51][CH2:52]1)=[O:46])([CH3:43])([CH3:41])[CH3:42], predict the reactants needed to synthesize it. (2) The reactants are: [CH2:1]([O:8][C:9]1[CH:14]=[C:13]([N+:15]([O-:17])=[O:16])[CH:12]=[CH:11][C:10]=1[O-:18])[C:2]1[CH:7]=[CH:6][CH:5]=[CH:4][CH:3]=1.[K+].S(C1C=CC(C)=CC=1)(O[CH2:24][C@@H:25]1[O:27][CH2:26]1)(=O)=O.CN(C=O)C. Given the product [CH2:1]([O:8][C:9]1[CH:14]=[C:13]([N+:15]([O-:17])=[O:16])[CH:12]=[CH:11][C:10]=1[O:18][CH2:24][C@H:25]1[CH2:26][O:27]1)[C:2]1[CH:3]=[CH:4][CH:5]=[CH:6][CH:7]=1, predict the reactants needed to synthesize it. (3) Given the product [S:26]1[CH2:29][S:27][C:25]1=[C:11]([C:12]1[CH:13]=[CH:14][N:15]=[CH:16][CH:17]=1)[C:10]([C:6]1[CH:7]=[CH:8][CH:9]=[C:4]([N+:1]([O-:3])=[O:2])[CH:5]=1)=[O:18], predict the reactants needed to synthesize it. The reactants are: [N+:1]([C:4]1[CH:5]=[C:6]([C:10](=[O:18])[CH2:11][C:12]2[CH:17]=[CH:16][N:15]=[CH:14][CH:13]=2)[CH:7]=[CH:8][CH:9]=1)([O-:3])=[O:2].C(=O)([O-])[O-].[K+].[K+].[C:25](=[S:27])=[S:26].Br[CH2:29]Br. (4) Given the product [CH3:21][O:20][C:18]([O:1][NH:2][C:3]([O:4][C:5]([CH3:8])([CH3:7])[CH3:6])=[O:9])=[O:19], predict the reactants needed to synthesize it. The reactants are: [OH:1][NH:2][C:3](=[O:9])[O:4][C:5]([CH3:8])([CH3:7])[CH3:6].C(N(CC)CC)C.Cl[C:18]([O:20][CH3:21])=[O:19]. (5) Given the product [CH:7]1[C:8]2[C:13](=[CH:12][CH:11]=[CH:10][CH:9]=2)[CH:14]=[CH:15][C:6]=1[CH2:5][C:1]#[N:2], predict the reactants needed to synthesize it. The reactants are: [C-:1]#[N:2].[Na+].Br[CH2:5][C:6]1[CH:15]=[CH:14][C:13]2[C:8](=[CH:9][CH:10]=[CH:11][CH:12]=2)[CH:7]=1. (6) Given the product [CH2:1]([O:3][C:4](=[O:21])[C:5]1[CH:6]=[CH:7][C:8]([C:11]2[N:20]=[C:14]3[N:15]([CH2:34][C:33]4[CH:36]=[CH:37][C:30]([O:29][CH3:28])=[CH:31][CH:32]=4)[CH:16]=[N:17][C:18]([Cl:19])=[C:13]3[CH:12]=2)=[CH:9][CH:10]=1)[CH3:2], predict the reactants needed to synthesize it. The reactants are: [CH2:1]([O:3][C:4](=[O:21])[C:5]1[CH:10]=[CH:9][C:8]([C:11]2[NH:20][C:14]3[N:15]=[CH:16][N:17]=[C:18]([Cl:19])[C:13]=3[CH:12]=2)=[CH:7][CH:6]=1)[CH3:2].C([O-])([O-])=O.[K+].[K+].[CH3:28][O:29][C:30]1[CH:37]=[CH:36][C:33]([CH2:34]Cl)=[CH:32][CH:31]=1.